This data is from NCI-60 drug combinations with 297,098 pairs across 59 cell lines. The task is: Regression. Given two drug SMILES strings and cell line genomic features, predict the synergy score measuring deviation from expected non-interaction effect. (1) Drug 1: C1=CC(=CC=C1CC(C(=O)O)N)N(CCCl)CCCl.Cl. Drug 2: CC=C1C(=O)NC(C(=O)OC2CC(=O)NC(C(=O)NC(CSSCCC=C2)C(=O)N1)C(C)C)C(C)C. Cell line: SF-268. Synergy scores: CSS=68.5, Synergy_ZIP=2.88, Synergy_Bliss=5.78, Synergy_Loewe=-14.4, Synergy_HSA=4.48. (2) Drug 1: CC=C1C(=O)NC(C(=O)OC2CC(=O)NC(C(=O)NC(CSSCCC=C2)C(=O)N1)C(C)C)C(C)C. Drug 2: C1C(C(OC1N2C=NC(=NC2=O)N)CO)O. Cell line: HOP-92. Synergy scores: CSS=51.5, Synergy_ZIP=3.87, Synergy_Bliss=8.24, Synergy_Loewe=-35.4, Synergy_HSA=-0.869. (3) Drug 1: CCN(CC)CCNC(=O)C1=C(NC(=C1C)C=C2C3=C(C=CC(=C3)F)NC2=O)C. Drug 2: C1C(C(OC1N2C=NC3=C2NC=NCC3O)CO)O. Cell line: SNB-75. Synergy scores: CSS=0.690, Synergy_ZIP=0.241, Synergy_Bliss=1.29, Synergy_Loewe=-1.58, Synergy_HSA=-1.48. (4) Drug 1: C1C(C(OC1N2C=NC3=C(N=C(N=C32)Cl)N)CO)O. Drug 2: CC1=C(N=C(N=C1N)C(CC(=O)N)NCC(C(=O)N)N)C(=O)NC(C(C2=CN=CN2)OC3C(C(C(C(O3)CO)O)O)OC4C(C(C(C(O4)CO)O)OC(=O)N)O)C(=O)NC(C)C(C(C)C(=O)NC(C(C)O)C(=O)NCCC5=NC(=CS5)C6=NC(=CS6)C(=O)NCCC[S+](C)C)O. Cell line: NCI/ADR-RES. Synergy scores: CSS=58.7, Synergy_ZIP=0.688, Synergy_Bliss=0.323, Synergy_Loewe=2.04, Synergy_HSA=5.67. (5) Drug 1: CC1=C(C=C(C=C1)NC(=O)C2=CC=C(C=C2)CN3CCN(CC3)C)NC4=NC=CC(=N4)C5=CN=CC=C5. Drug 2: CC(C)NC(=O)C1=CC=C(C=C1)CNNC.Cl. Cell line: UACC62. Synergy scores: CSS=1.84, Synergy_ZIP=0.694, Synergy_Bliss=2.26, Synergy_Loewe=1.35, Synergy_HSA=1.55.